Dataset: Catalyst prediction with 721,799 reactions and 888 catalyst types from USPTO. Task: Predict which catalyst facilitates the given reaction. (1) Reactant: [Cl:1][C:2]1[N:10]=[C:9]2[C:5]([N:6]=[CH:7][N:8]2[CH2:11][O:12][CH2:13][CH2:14][Si:15]([CH3:18])([CH3:17])[CH3:16])=[C:4](Cl)[N:3]=1.[OH:20][C:21]1[CH:22]=[C:23]([NH:27][C:28](=[O:31])[CH:29]=[CH2:30])[CH:24]=[CH:25][CH:26]=1.C([O-])([O-])=O.[K+].[K+]. Product: [Cl:1][C:2]1[N:10]=[C:9]2[C:5]([N:6]=[CH:7][N:8]2[CH2:11][O:12][CH2:13][CH2:14][Si:15]([CH3:18])([CH3:17])[CH3:16])=[C:4]([O:20][C:21]2[CH:22]=[C:23]([NH:27][C:28](=[O:31])[CH:29]=[CH2:30])[CH:24]=[CH:25][CH:26]=2)[N:3]=1. The catalyst class is: 3. (2) Reactant: [H-].[Na+].[C:3]([C:5]1[CH:6]=[C:7]2[C:15](=[CH:16][CH:17]=1)[NH:14][C:13]1[CH2:12][CH2:11][CH:10]([NH:18][C:19](=[O:23])[CH:20]([CH3:22])[CH3:21])[CH2:9][C:8]2=1)#[N:4].Cl[CH2:25][C:26]1[C:31]([F:32])=[CH:30][CH:29]=[CH:28][N:27]=1. Product: [C:3]([C:5]1[CH:6]=[C:7]2[C:15](=[CH:16][CH:17]=1)[N:14]([CH2:25][C:26]1[C:31]([F:32])=[CH:30][CH:29]=[CH:28][N:27]=1)[C:13]1[CH2:12][CH2:11][CH:10]([NH:18][C:19](=[O:23])[CH:20]([CH3:21])[CH3:22])[CH2:9][C:8]2=1)#[N:4]. The catalyst class is: 42. (3) Reactant: Br[C:2]1[CH:3]=[C:4]2[C:8](=[C:9]([Cl:11])[CH:10]=1)[C:7](=[O:12])[N:6]([CH2:13][CH:14]1[CH2:16][CH2:15]1)[CH2:5]2.[CH3:17][N:18](C=O)C. Product: [Cl:11][C:9]1[CH:10]=[C:2]([C:17]#[N:18])[CH:3]=[C:4]2[C:8]=1[C:7](=[O:12])[N:6]([CH2:13][CH:14]1[CH2:16][CH2:15]1)[CH2:5]2. The catalyst class is: 380. (4) The catalyst class is: 1. Reactant: CCCC[N+](CCCC)(CCCC)CCCC.[F-].[Si]([O:26][CH2:27][CH:28]([O:33][CH2:34][CH2:35][CH2:36][CH2:37][CH2:38][CH2:39][CH2:40][CH2:41]/[CH:42]=[CH:43]\[CH2:44]/[CH:45]=[CH:46]\[CH2:47][CH2:48][CH2:49][CH2:50][CH3:51])[CH2:29][N:30]([CH3:32])[CH3:31])(C(C)(C)C)(C)C. Product: [CH3:31][N:30]([CH3:32])[CH2:29][CH:28]([O:33][CH2:34][CH2:35][CH2:36][CH2:37][CH2:38][CH2:39][CH2:40][CH2:41]/[CH:42]=[CH:43]\[CH2:44]/[CH:45]=[CH:46]\[CH2:47][CH2:48][CH2:49][CH2:50][CH3:51])[CH2:27][OH:26]. (5) Reactant: [CH2:1]([N:8]([CH2:21][CH2:22][CH:23]([OH:29])[CH:24](OC)[O:25]C)[S:9]([C:12]1[CH:17]=[CH:16][CH:15]=[CH:14][C:13]=1[N+:18]([O-:20])=[O:19])(=[O:11])=[O:10])[C:2]1[CH:7]=[CH:6][CH:5]=[CH:4][CH:3]=1.Cl. Product: [CH2:1]([N:8]([CH2:21][CH2:22][C:23](=[O:29])[CH2:24][OH:25])[S:9]([C:12]1[CH:17]=[CH:16][CH:15]=[CH:14][C:13]=1[N+:18]([O-:20])=[O:19])(=[O:10])=[O:11])[C:2]1[CH:3]=[CH:4][CH:5]=[CH:6][CH:7]=1. The catalyst class is: 259.